From a dataset of Choline transporter screen with 302,306 compounds. Binary Classification. Given a drug SMILES string, predict its activity (active/inactive) in a high-throughput screening assay against a specified biological target. The result is 0 (inactive). The compound is Clc1cc(c2n(OCC(OCC)=O)c3c(n2)ccc([N+]([O-])=O)c3)ccc1.